This data is from Forward reaction prediction with 1.9M reactions from USPTO patents (1976-2016). The task is: Predict the product of the given reaction. (1) Given the reactants [CH:1]1([NH:6][C:7]2[C:16]3[C:11](=[CH:12][CH:13]=[C:14]([OH:17])[CH:15]=3)[N:10]=[C:9]([C:18]#[N:19])[N:8]=2)[CH2:5][CH2:4][CH2:3][CH2:2]1.Cl.Cl[CH2:22][CH2:23][N:24]([CH3:26])[CH3:25].C(=O)([O-])[O-].[Cs+].[Cs+], predict the reaction product. The product is: [CH:1]1([NH:6][C:7]2[C:16]3[C:11](=[CH:12][CH:13]=[C:14]([O:17][CH2:22][CH2:23][N:24]([CH3:26])[CH3:25])[CH:15]=3)[N:10]=[C:9]([C:18]#[N:19])[N:8]=2)[CH2:2][CH2:3][CH2:4][CH2:5]1. (2) Given the reactants Br[C:2]1[C:7]([CH:8]2[O:13][CH2:12][C:11]([CH3:15])([CH3:14])[CH2:10][O:9]2)=[C:6]([O:16][CH2:17][O:18][CH3:19])[C:5]([O:20][CH3:21])=[CH:4][CH:3]=1.[NH2:22][CH2:23][C@@H:24]([OH:35])[CH2:25][O:26][C:27]1[CH:32]=[CH:31][C:30]([CH3:33])=[CH:29][C:28]=1[CH3:34].C(O)CO.[O-]P([O-])([O-])=O.[K+].[K+].[K+], predict the reaction product. The product is: [CH3:14][C:11]1([CH3:15])[CH2:12][O:13][CH:8]([C:7]2[C:6]([O:16][CH2:17][O:18][CH3:19])=[C:5]([O:20][CH3:21])[CH:4]=[CH:3][C:2]=2[NH:22][CH2:23][C@@H:24]([OH:35])[CH2:25][O:26][C:27]2[CH:32]=[CH:31][C:30]([CH3:33])=[CH:29][C:28]=2[CH3:34])[O:9][CH2:10]1. (3) Given the reactants [C:1]1([C:30]2[CH:35]=[CH:34][CH:33]=[CH:32][CH:31]=2)[CH:6]=[CH:5][C:4]([O:7][C@H:8]2[CH2:13][CH2:12][CH2:11][C@@H:10]([O:14]C(=O)[C@@](OC)(C3C=CC=CC=3)C(F)(F)F)[CH2:9]2)=[CH:3][CH:2]=1.[OH-].[Na+], predict the reaction product. The product is: [C:1]1([C:30]2[CH:31]=[CH:32][CH:33]=[CH:34][CH:35]=2)[CH:6]=[CH:5][C:4]([O:7][C@H:8]2[CH2:13][CH2:12][CH2:11][C@@H:10]([OH:14])[CH2:9]2)=[CH:3][CH:2]=1. (4) Given the reactants [CH2:1]([NH:3][C:4]([C:6]1[C:7]2[CH2:14][CH2:13][CH2:12][C:11](=O)[C:8]=2[S:9][CH:10]=1)=[O:5])[CH3:2].[OH2:16].Cl.[NH2:18]O.C([O-])(=O)C.[Na+], predict the reaction product. The product is: [CH2:1]([NH:3][C:4]([C:6]1[C:7]2[CH2:14][CH2:13][CH2:12]/[C:11](=[N:18]/[OH:16])/[C:8]=2[S:9][CH:10]=1)=[O:5])[CH3:2].